This data is from Forward reaction prediction with 1.9M reactions from USPTO patents (1976-2016). The task is: Predict the product of the given reaction. (1) Given the reactants [CH2:1]1[C:16]2[C:11](=[CH:12][CH:13]=[CH:14][CH:15]=2)[C:9](=O)[C:8]2[C:3](=[CH:4][CH:5]=[CH:6][CH:7]=2)[CH2:2]1.O=[C:18]1[CH2:23][CH2:22][CH:21]([NH:24][C:25](=[O:34])[O:26][CH2:27][C:28]2[CH:33]=[CH:32][CH:31]=[CH:30][CH:29]=2)[CH2:20][CH2:19]1.Cl, predict the reaction product. The product is: [CH:4]1[C:3]2[CH2:2][CH2:1][C:16]3[CH:15]=[CH:14][CH:13]=[CH:12][C:11]=3[C:9](=[C:18]3[CH2:23][CH2:22][CH:21]([NH:24][C:25](=[O:34])[O:26][CH2:27][C:28]4[CH:33]=[CH:32][CH:31]=[CH:30][CH:29]=4)[CH2:20][CH2:19]3)[C:8]=2[CH:7]=[CH:6][CH:5]=1. (2) Given the reactants [NH2:1][C:2]1[CH:7]=[CH:6][C:5]([C:8]2[C:16]3[C:11](=[N:12][CH:13]=[N:14][C:15]=3[NH2:17])[N:10]([CH:18]3[CH2:23][CH2:22][CH:21]([N:24]4[CH2:29][CH2:28][N:27]([CH3:30])[CH2:26][CH2:25]4)[CH2:20][CH2:19]3)[N:9]=2)=[CH:4][C:3]=1[O:31][CH3:32].[C:33](Cl)(=[O:40])[C:34]1[CH:39]=[CH:38][CH:37]=[CH:36][CH:35]=1, predict the reaction product. The product is: [NH2:17][C:15]1[N:14]=[CH:13][N:12]=[C:11]2[N:10]([C@H:18]3[CH2:23][CH2:22][C@H:21]([N:24]4[CH2:25][CH2:26][N:27]([CH3:30])[CH2:28][CH2:29]4)[CH2:20][CH2:19]3)[N:9]=[C:8]([C:5]3[CH:6]=[CH:7][C:2]([NH:1][C:33](=[O:40])[C:34]4[CH:39]=[CH:38][CH:37]=[CH:36][CH:35]=4)=[C:3]([O:31][CH3:32])[CH:4]=3)[C:16]=12. (3) Given the reactants C[O:2][C:3](=O)[C:4]1[CH:9]=[CH:8][C:7]([O:10][C:11]2[CH:16]=[CH:15][C:14]([C:17]([F:20])([F:19])[F:18])=[CH:13][N:12]=2)=[C:6](C#N)[CH:5]=1.[H-].[H-].[H-].[H-].[Li+].[Al+3], predict the reaction product. The product is: [F:19][C:17]([F:18])([F:20])[C:14]1[CH:15]=[CH:16][C:11]([O:10][C:7]2[CH:8]=[CH:9][C:4]([CH2:3][OH:2])=[CH:5][CH:6]=2)=[N:12][CH:13]=1. (4) The product is: [CH3:1][C:2]1[O:6][C:5]([C:7]2[CH:8]=[C:9]([CH3:13])[CH:10]=[CH:11][CH:12]=2)=[N:4][C:3]=1[CH2:14][O:15][C@@H:16]1[CH2:21][CH2:20][CH2:19][C@H:18]([CH2:22][CH2:23][CH:24]2[S:28][C:27](=[O:29])[NH:26][C:25]2=[O:30])[CH2:17]1. Given the reactants [CH3:1][C:2]1[O:6][C:5]([C:7]2[CH:8]=[C:9]([CH3:13])[CH:10]=[CH:11][CH:12]=2)=[N:4][C:3]=1[CH2:14][O:15][C@@H:16]1[CH2:21][CH2:20][CH2:19][C@H:18]([CH2:22][CH:23]=[C:24]2[S:28][C:27](=[O:29])[NH:26][C:25]2=[O:30])[CH2:17]1, predict the reaction product. (5) Given the reactants [F:1][CH:2]([F:12])[O:3][CH2:4][CH:5]1[CH2:8][CH:7](C(O)=O)[CH2:6]1.C1C=CC(P([N:27]=[N+]=[N-])(C2C=CC=CC=2)=O)=CC=1.[Cl:30][C:31]1[CH:32]=[C:33]([C:37]2[C:45]([C:46]([NH2:48])=[O:47])=[C:40]3[CH2:41][NH:42][CH2:43][CH2:44][N:39]3[N:38]=2)[CH:34]=[CH:35][CH:36]=1.C1[CH2:53][O:52]CC1, predict the reaction product. The product is: [Cl:30][C:31]1[CH:32]=[C:33]([C:37]2[C:45]([C:46]([NH2:48])=[O:47])=[C:40]3[CH2:41][N:42]([C:53]([NH:27][CH:7]4[CH2:6][CH:5]([CH2:4][O:3][CH:2]([F:1])[F:12])[CH2:8]4)=[O:52])[CH2:43][CH2:44][N:39]3[N:38]=2)[CH:34]=[CH:35][CH:36]=1.